Dataset: Reaction yield outcomes from USPTO patents with 853,638 reactions. Task: Predict the reaction yield, written as a fraction of the theoretical maximum amount of product (1.0 means a 100% yield; for example, 0.34 means a 34% yield). (1) The reactants are [NH2:1][CH2:2][CH2:3][CH2:4][C:5]1([C:27]2[CH:32]=[CH:31][CH:30]=[CH:29][CH:28]=2)[N:9]([C:10]([N:12]([O:14]C(C)(C)C)[CH3:13])=[O:11])[N:8]=[C:7]([C:19]2[CH:24]=[C:23]([F:25])[CH:22]=[CH:21][C:20]=2[F:26])[S:6]1.C(O)(C(F)(F)F)=O. No catalyst specified. The product is [NH2:1][CH2:2][CH2:3][CH2:4][C:5]1([C:27]2[CH:28]=[CH:29][CH:30]=[CH:31][CH:32]=2)[N:9]([C:10]([N:12]([OH:14])[CH3:13])=[O:11])[N:8]=[C:7]([C:19]2[CH:24]=[C:23]([F:25])[CH:22]=[CH:21][C:20]=2[F:26])[S:6]1. The yield is 0.490. (2) The reactants are [NH2:1][C:2]1[CH:7]=[CH:6][C:5]([C:8]2[CH:13]=[CH:12][C:11]([C:14](=[O:23])[CH2:15][C:16]([CH3:22])([CH3:21])[C:17]([O:19]C)=[O:18])=[CH:10][CH:9]=2)=[CH:4][CH:3]=1.[CH3:24][C:25]1[C:30]2[N:31]=[C:32](S(C)(=O)=O)[O:33][C:29]=2[CH:28]=[CH:27][CH:26]=1.[OH-].[Na+].Cl. The catalyst is ClC(Cl)C.CO. The product is [CH3:21][C:16]([CH3:22])([CH2:15][C:14]([C:11]1[CH:12]=[CH:13][C:8]([C:5]2[CH:4]=[CH:3][C:2]([NH:1][C:32]3[O:33][C:29]4[CH:28]=[CH:27][CH:26]=[C:25]([CH3:24])[C:30]=4[N:31]=3)=[CH:7][CH:6]=2)=[CH:9][CH:10]=1)=[O:23])[C:17]([OH:19])=[O:18]. The yield is 0.321. (3) The reactants are [Li][CH2:2]CCC.[Br:6][C:7]1[CH:15]=[CH:14][C:10]([C:11]([OH:13])=[O:12])=[C:9]([CH3:16])[CH:8]=1.CI.O. The catalyst is C1COCC1. The product is [Br:6][C:7]1[CH:15]=[CH:14][C:10]([C:11]([OH:13])=[O:12])=[C:9]([CH2:16][CH3:2])[CH:8]=1. The yield is 0.670.